Dataset: Forward reaction prediction with 1.9M reactions from USPTO patents (1976-2016). Task: Predict the product of the given reaction. Given the reactants C1(P(=O)(C2C=CC=CC=2)C2C=CC=CC=2)C=CC=CC=1.FC(F)(F)S(OS(C(F)(F)F)(=O)=O)(=O)=O.CO[C:38](=[O:77])[C@H:39]([CH2:68][S:69]CC1C=CC=CC=1)[NH:40][C:41]([C:43]1[NH:44][C:45]2[C:50]([CH:51]=1)=[CH:49][C:48]([O:52][CH2:53][CH2:54][O:55][CH3:56])=[CH:47][C:46]=2[N:57]([CH3:67])[S:58]([C:61]1[CH:66]=[CH:65][CH:64]=[CH:63][N:62]=1)(=[O:60])=[O:59])=O.C1(SC)C=CC=CC=1.C(=O)([O-])O.[Na+].COCCOC1C=C2C(=C(N(C)S(C3C=CC=CN=3)(=O)=O)C=1)NC(C1SC[C@@H](C(OC)=O)N=1)=C2.[BH4-].[Na+], predict the reaction product. The product is: [OH:77][CH2:38][C@@H:39]1[CH2:68][S:69][C:41]([C:43]2[NH:44][C:45]3[C:50]([CH:51]=2)=[CH:49][C:48]([O:52][CH2:53][CH2:54][O:55][CH3:56])=[CH:47][C:46]=3[N:57]([CH3:67])[S:58]([C:61]2[CH:66]=[CH:65][CH:64]=[CH:63][N:62]=2)(=[O:59])=[O:60])=[N:40]1.